This data is from Full USPTO retrosynthesis dataset with 1.9M reactions from patents (1976-2016). The task is: Predict the reactants needed to synthesize the given product. (1) Given the product [N:17]1[C:16](=[O:19])[CH:15]=[N:14][CH:13]=[C:12]2[CH:27]=[CH:8][CH:9]=[CH:10][C:11]=12, predict the reactants needed to synthesize it. The reactants are: N.CC(O)C.ClC(C1C=CC(Cl)=CC=1)(C1N(C)C=NC=1)[C:8]1[CH:9]=[CH:10][C:11]2[N:17](C)[C:16](=[O:19])[CH2:15][N:14]=[C:13](C3C=CC=C(Cl)C=3)[C:12]=2[CH:27]=1. (2) Given the product [C:13]([O:12][C:10]([N:17]1[CH2:22][CH2:21][N:20]([C:2]2[N:1]=[C:8]([Cl:9])[N:7]=[C:5]([Cl:6])[N:4]=2)[CH2:19][CH2:18]1)=[O:11])([CH3:16])([CH3:14])[CH3:15], predict the reactants needed to synthesize it. The reactants are: [N:1]1[C:8]([Cl:9])=[N:7][C:5]([Cl:6])=[N:4][C:2]=1Cl.[C:10]([N:17]1[CH2:22][CH2:21][NH:20][CH2:19][CH2:18]1)([O:12][C:13]([CH3:16])([CH3:15])[CH3:14])=[O:11].CN(C1C2C(N(C)C)=CC=CC=2C=CC=1)C. (3) Given the product [CH3:30][C:28]1([CH3:31])[C:27]([CH3:32])([CH3:33])[O:26][B:25]([C:22]2[CH:23]=[CH:24][C:19]([NH:16][C:17](=[O:18])[NH:1][C:2]3[CH:7]=[C:6]([C:8]([F:10])([F:11])[F:9])[CH:5]=[CH:4][C:3]=3[NH:12][C:13](=[O:15])[CH3:14])=[CH:20][CH:21]=2)[O:29]1, predict the reactants needed to synthesize it. The reactants are: [NH2:1][C:2]1[CH:7]=[C:6]([C:8]([F:11])([F:10])[F:9])[CH:5]=[CH:4][C:3]=1[NH:12][C:13](=[O:15])[CH3:14].[N:16]([C:19]1[CH:24]=[CH:23][C:22]([B:25]2[O:29][C:28]([CH3:31])([CH3:30])[C:27]([CH3:33])([CH3:32])[O:26]2)=[CH:21][CH:20]=1)=[C:17]=[O:18]. (4) Given the product [CH:59]([O:62][C:63]1[CH:68]=[CH:67][CH:66]=[CH:65][C:64]=1[O:8][C:9]1[CH:10]=[C:11]2[C:15](=[CH:16][CH:17]=1)[N:14]([C:18]1[CH:19]=[CH:20][C:21]([O:24][CH:25]([CH3:27])[CH3:26])=[CH:22][CH:23]=1)[C:13]([C:28]([OH:30])=[O:29])=[CH:12]2)([CH3:61])[CH3:60], predict the reactants needed to synthesize it. The reactants are: C(OC1C=C(C=CC=1)[O:8][C:9]1[CH:10]=[C:11]2[C:15](=[CH:16][CH:17]=1)[N:14]([C:18]1[CH:23]=[CH:22][C:21]([O:24][CH:25]([CH3:27])[CH3:26])=[CH:20][CH:19]=1)[C:13]([C:28]([OH:30])=[O:29])=[CH:12]2)(C)C.C(OC(C1N(C2C=CC(OC(C)C)=CC=2)C2C(C=1)=CC(O)=CC=2)=O)C.[CH:59]([O:62][C:63]1[CH:68]=[CH:67][CH:66]=[CH:65][C:64]=1B(O)O)([CH3:61])[CH3:60]. (5) Given the product [CH3:15][C:16]([CH3:22])([CH2:20][CH3:21])[CH2:17][C:18]1[N:14]=[CH:11][NH:12][CH:13]=1, predict the reactants needed to synthesize it. The reactants are: CC1C=CC(S([CH2:11][N+:12]#[C-:13])(=O)=O)=CC=1.[NH3:14].[CH3:15][C:16]([CH3:22])([CH2:20][CH3:21])[CH2:17][CH:18]=O.Cl. (6) Given the product [Cl:1][C:2]1[CH:7]=[C:6]([Cl:8])[CH:5]=[CH:4][C:3]=1[CH2:9][C:10]1[O:12][CH:20]=[N:19][C:21]=1[C:22]([O:24][CH2:25][CH3:26])=[O:23], predict the reactants needed to synthesize it. The reactants are: [Cl:1][C:2]1[CH:7]=[C:6]([Cl:8])[CH:5]=[CH:4][C:3]=1[CH2:9][C:10]([OH:12])=O.C(Cl)(=O)C(Cl)=O.[N+:19]([CH2:21][C:22]([O:24][CH2:25][CH3:26])=[O:23])#[C-:20].C([Li])CCC.[Cl-].[NH4+]. (7) Given the product [CH3:1][N:2]1[C:10]2[C:5](=[C:6]([NH:11][C:12]3[N:17]4[N:18]=[CH:19][C:20]([C:21]([NH:43][S:40]([CH2:38][CH3:39])(=[O:42])=[O:41])=[O:22])=[C:16]4[N:15]=[CH:14][C:13]=3[C:24]([N:26]3[CH2:27][CH2:28][CH:29]([C:32]4[CH:37]=[CH:36][CH:35]=[CH:34][CH:33]=4)[CH2:30][CH2:31]3)=[O:25])[CH:7]=[CH:8][CH:9]=2)[CH:4]=[CH:3]1, predict the reactants needed to synthesize it. The reactants are: [CH3:1][N:2]1[C:10]2[C:5](=[C:6]([NH:11][C:12]3[N:17]4[N:18]=[CH:19][C:20]([C:21](O)=[O:22])=[C:16]4[N:15]=[CH:14][C:13]=3[C:24]([N:26]3[CH2:31][CH2:30][CH:29]([C:32]4[CH:37]=[CH:36][CH:35]=[CH:34][CH:33]=4)[CH2:28][CH2:27]3)=[O:25])[CH:7]=[CH:8][CH:9]=2)[CH:4]=[CH:3]1.[CH2:38]([S:40]([NH2:43])(=[O:42])=[O:41])[CH3:39].